This data is from Full USPTO retrosynthesis dataset with 1.9M reactions from patents (1976-2016). The task is: Predict the reactants needed to synthesize the given product. (1) Given the product [Cl:9][C:10]1[CH:11]=[CH:12][C:13]([CH:16]([CH2:28][O:29][CH2:30][O:31][CH3:32])[CH2:17][O:18][C:19]2[CH:26]=[CH:25][CH:24]=[C:23]3[C:20]=2[C:21]([NH2:22])=[N:7][C:6]([NH2:8])=[N:5]3)=[CH:14][CH:15]=1, predict the reactants needed to synthesize it. The reactants are: C(=O)(O)O.[NH2:5][C:6]([NH2:8])=[NH:7].[Cl:9][C:10]1[CH:15]=[CH:14][C:13]([CH:16]([CH2:28][O:29][CH2:30][O:31][CH3:32])[CH2:17][O:18][C:19]2[CH:26]=[CH:25][CH:24]=[C:23](F)[C:20]=2[C:21]#[N:22])=[CH:12][CH:11]=1. (2) Given the product [F:9][C:10]([F:32])([F:33])[C:11]1[CH:12]=[C:13]([CH:25]=[C:26]([C:28]([F:30])([F:31])[F:29])[CH:27]=1)[CH2:14][O:15][CH2:16][C:17]1([C:19]2[CH:20]=[CH:21][CH:22]=[CH:23][CH:24]=2)[CH2:2][O:18]1, predict the reactants needed to synthesize it. The reactants are: [I-].[CH3:2][S+](C)(C)=O.[H-].[Na+].[F:9][C:10]([F:33])([F:32])[C:11]1[CH:12]=[C:13]([CH:25]=[C:26]([C:28]([F:31])([F:30])[F:29])[CH:27]=1)[CH2:14][O:15][CH2:16][C:17]([C:19]1[CH:24]=[CH:23][CH:22]=[CH:21][CH:20]=1)=[O:18]. (3) Given the product [C:48]([O:15][CH2:14][C:13]([CH3:16])([CH3:17])[CH2:12][N:11]1[C:5]2[CH:4]=[CH:3][C:2]([Cl:1])=[CH:41][C:6]=2[C@@H:7]([C:31]2[CH:36]=[CH:35][CH:34]=[C:33]([O:37][CH3:38])[C:32]=2[O:39][CH3:40])[O:8][C@H:9]([CH2:19][C:20]([NH:22][CH2:23][CH2:24][CH2:25][CH2:26][CH2:27][C:28]([OH:30])=[O:29])=[O:21])[C:10]1=[O:18])(=[O:50])[CH3:49], predict the reactants needed to synthesize it. The reactants are: [Cl:1][C:2]1[CH:3]=[CH:4][C:5]2[N:11]([CH2:12][C:13]([CH3:17])([CH3:16])[CH2:14][OH:15])[C:10](=[O:18])[C@@H:9]([CH2:19][C:20]([NH:22][CH2:23][CH2:24][CH2:25][CH2:26][CH2:27][C:28]([OH:30])=[O:29])=[O:21])[O:8][C@H:7]([C:31]3[CH:36]=[CH:35][CH:34]=[C:33]([O:37][CH3:38])[C:32]=3[O:39][CH3:40])[C:6]=2[CH:41]=1.N1C=CC=CC=1.[C:48](OCC)(=[O:50])[CH3:49].C(Cl)(=O)C. (4) Given the product [ClH:27].[CH3:23][S:24]([N:1]1[CH2:6][CH2:5][CH:4]([CH2:7][NH2:8])[CH2:3][CH2:2]1)(=[O:26])=[O:25], predict the reactants needed to synthesize it. The reactants are: [NH:1]1[CH2:6][CH2:5][CH:4]([CH2:7][NH:8]C(=O)OC(C)(C)C)[CH2:3][CH2:2]1.C(N(CC)CC)C.[CH3:23][S:24]([Cl:27])(=[O:26])=[O:25].C(OCC)(=O)C. (5) Given the product [Cl:1][C:2]1[CH:3]=[C:4]2[C:9](=[CH:10][C:11]=1[C:12]([N:63]1[CH2:68][CH2:67][CH2:66][CH2:65][CH:64]1[CH2:69][CH2:70][C:71]([O:73][CH2:74][CH3:75])=[O:72])=[O:14])[N:8]=[CH:7][N:6]=[C:5]2[NH:15][CH:16]([C:18]1[NH:22][C:21]2[CH:23]=[CH:24][C:25]([Cl:27])=[CH:26][C:20]=2[N:19]=1)[CH3:17], predict the reactants needed to synthesize it. The reactants are: [Cl:1][C:2]1[CH:3]=[C:4]2[C:9](=[CH:10][C:11]=1[C:12]([OH:14])=O)[N:8]=[CH:7][N:6]=[C:5]2[NH:15][CH:16]([C:18]1[NH:22][C:21]2[CH:23]=[CH:24][C:25]([Cl:27])=[CH:26][C:20]=2[N:19]=1)[CH3:17].FC1C(OC(N(C)C)=[N+](C)C)=C(F)C(F)=C(F)C=1F.F[P-](F)(F)(F)(F)F.C(N(C(C)C)CC)(C)C.[NH:63]1[CH2:68][CH2:67][CH2:66][CH2:65][CH:64]1[CH2:69][CH2:70][C:71]([O:73][CH2:74][CH3:75])=[O:72]. (6) Given the product [NH2:21][C:13]1[N:14]2[CH2:18][CH2:17][CH2:16][N:15]2[C:19](=[O:20])[C:12]=1/[N:11]=[C:24]1/[C:23]([NH2:22])=[CH:28][C:27](=[O:29])[C:26]([CH3:30])=[CH:25]/1, predict the reactants needed to synthesize it. The reactants are: CS(O)(=O)=O.CS(O)(=O)=O.[NH2:11][C:12]1[C:19](=[O:20])[N:15]2[CH2:16][CH2:17][CH2:18][N:14]2[C:13]=1[NH2:21].[NH2:22][C:23]1[CH:24]=[CH:25][C:26]([CH3:30])=[C:27]([OH:29])[CH:28]=1.N.OO. (7) Given the product [CH3:1][C:2]1([CH3:24])[O:7][C:6]2[CH:8]=[CH:9][C:10]([C:12]3[CH:17]=[CH:16][CH:15]=[C:14]([CH2:18][N:19]4[CH2:23][CH2:22][CH2:21][CH2:20]4)[CH:13]=3)=[N:11][C:5]=2[N:4]([C:36]([NH:51][C:47]2[CH:48]=[N:49][CH:50]=[C:45]([CH3:44])[CH:46]=2)=[O:42])[CH2:3]1, predict the reactants needed to synthesize it. The reactants are: [CH3:1][C:2]1([CH3:24])[O:7][C:6]2[CH:8]=[CH:9][C:10]([C:12]3[CH:17]=[CH:16][CH:15]=[C:14]([CH2:18][N:19]4[CH2:23][CH2:22][CH2:21][CH2:20]4)[CH:13]=3)=[N:11][C:5]=2[NH:4][CH2:3]1.C(N(CC)CC)C.ClC(Cl)(O[C:36](=[O:42])OC(Cl)(Cl)Cl)Cl.[CH3:44][C:45]1[CH:46]=[C:47]([NH2:51])[CH:48]=[N:49][CH:50]=1. (8) Given the product [Cl:1][C:2]1[C:3]([F:9])=[C:4]([NH:5][C:10](=[NH:17])[C:11]2[CH:16]=[CH:15][CH:14]=[CH:13][CH:12]=2)[CH:6]=[CH:7][CH:8]=1, predict the reactants needed to synthesize it. The reactants are: [Cl:1][C:2]1[C:3]([F:9])=[C:4]([CH:6]=[CH:7][CH:8]=1)[NH2:5].[C:10](#[N:17])[C:11]1[CH:16]=[CH:15][CH:14]=[CH:13][CH:12]=1. (9) Given the product [Cl:10][C:11]1[CH:12]=[C:13]2[C:14](=[CH:20][C:21]=1[Cl:22])[C:15](=[O:16])[N:1]([C:2]1[CH:6]=[CH:5][S:4][C:3]=1[C:7]([NH2:9])=[O:8])[C:18]2=[O:17], predict the reactants needed to synthesize it. The reactants are: [NH2:1][C:2]1[CH:6]=[CH:5][S:4][C:3]=1[C:7]([NH2:9])=[O:8].[Cl:10][C:11]1[CH:12]=[C:13]2[C:18](=O)[O:17][C:15](=[O:16])[C:14]2=[CH:20][C:21]=1[Cl:22]. (10) Given the product [Br:26][C:12]1[N:11]([CH:13]2[CH2:18][CH2:17][N:16]([C:19]([O:21][C:22]([CH3:25])([CH3:24])[CH3:23])=[O:20])[CH2:15][CH2:14]2)[CH:10]=[N:9][C:8]=1[C:5]1[CH:6]=[CH:7][C:2]([F:1])=[CH:3][CH:4]=1, predict the reactants needed to synthesize it. The reactants are: [F:1][C:2]1[CH:7]=[CH:6][C:5]([C:8]2[N:9]=[CH:10][N:11]([CH:13]3[CH2:18][CH2:17][N:16]([C:19]([O:21][C:22]([CH3:25])([CH3:24])[CH3:23])=[O:20])[CH2:15][CH2:14]3)[CH:12]=2)=[CH:4][CH:3]=1.[Br:26]N1C(=O)CCC1=O.